From a dataset of Catalyst prediction with 721,799 reactions and 888 catalyst types from USPTO. Predict which catalyst facilitates the given reaction. (1) Reactant: [CH3:1][N:2]1[CH:6]=[C:5]([C:7]([OH:9])=O)[N:4]=[CH:3]1.Cl.CN(C)CCCN=C=NCC.O.ON1C2C=CC=CC=2N=N1.Cl.[NH2:34][CH2:35][C:36]1[CH:41]=[CH:40][C:39]([CH2:42][OH:43])=[CH:38][CH:37]=1.C(N(CC)CC)C. Product: [OH:43][CH2:42][C:39]1[CH:40]=[CH:41][C:36]([CH2:35][NH:34][C:7]([C:5]2[N:4]=[CH:3][N:2]([CH3:1])[CH:6]=2)=[O:9])=[CH:37][CH:38]=1. The catalyst class is: 10. (2) Reactant: [H-].[Na+].[F:3][C:4]1[CH:9]=[C:8]([S:10]([CH3:13])(=[O:12])=[O:11])[CH:7]=[CH:6][C:5]=1[OH:14].[C:15]([O:19][C:20]([N:22]1[CH2:27][CH2:26][CH:25]([CH2:28][CH2:29][CH2:30]OS(C)(=O)=O)[CH2:24][CH2:23]1)=[O:21])([CH3:18])([CH3:17])[CH3:16]. Product: [C:15]([O:19][C:20]([N:22]1[CH2:27][CH2:26][CH:25]([CH2:28][CH2:29][CH2:30][O:14][C:5]2[CH:6]=[CH:7][C:8]([S:10]([CH3:13])(=[O:11])=[O:12])=[CH:9][C:4]=2[F:3])[CH2:24][CH2:23]1)=[O:21])([CH3:18])([CH3:17])[CH3:16]. The catalyst class is: 3. (3) Reactant: [CH3:1][N:2]([CH3:14])[C:3]1[CH:4]=[C:5]([CH:8]=[CH:9][C:10]=1[N+:11]([O-])=O)[C:6]#[N:7].[H][H]. Product: [NH2:11][C:10]1[CH:9]=[CH:8][C:5]([C:6]#[N:7])=[CH:4][C:3]=1[N:2]([CH3:14])[CH3:1]. The catalyst class is: 43.